The task is: Predict the product of the given reaction.. This data is from Forward reaction prediction with 1.9M reactions from USPTO patents (1976-2016). Given the reactants [Cl:1][C:2]1[CH:3]=[CH:4][C:5]([N+:11]([O-])=O)=[C:6]([CH:10]=1)[CH2:7][NH:8][CH3:9].[H][H], predict the reaction product. The product is: [Cl:1][C:2]1[CH:3]=[CH:4][C:5]([NH2:11])=[C:6]([CH2:7][NH:8][CH3:9])[CH:10]=1.